This data is from Forward reaction prediction with 1.9M reactions from USPTO patents (1976-2016). The task is: Predict the product of the given reaction. (1) Given the reactants Cl[C:2]1[CH:7]=[CH:6][C:5]([C:8]2[N:9]=[N:10][C:11]([O:14][CH:15]3[CH2:20][C:19]([CH3:22])([CH3:21])[NH:18][C:17]([CH3:24])([CH3:23])[CH2:16]3)=[CH:12][CH:13]=2)=[C:4]([O:25][CH3:26])[CH:3]=1.CC1(C)C(C)(C)OB([C:35]2[CH:36]=[N:37][NH:38][CH:39]=2)O1.C([O-])([O-])=O.[K+].[K+], predict the reaction product. The product is: [CH3:26][O:25][C:4]1[CH:3]=[C:2]([C:35]2[CH:36]=[N:37][NH:38][CH:39]=2)[CH:7]=[CH:6][C:5]=1[C:8]1[N:9]=[N:10][C:11]([O:14][CH:15]2[CH2:20][C:19]([CH3:21])([CH3:22])[NH:18][C:17]([CH3:23])([CH3:24])[CH2:16]2)=[CH:12][CH:13]=1. (2) Given the reactants [F:1][C:2]1([F:18])[CH2:7][CH2:6][C@H:5]([NH:8][C:9](=[O:15])[O:10][C:11]([CH3:14])([CH3:13])[CH3:12])[C@@H:4]([CH2:16][OH:17])[CH2:3]1.O[C:20]1[CH:25]=[CH:24][C:23]([C:26]2[CH:33]=[CH:32][C:29]([C:30]#[N:31])=[CH:28][N:27]=2)=[CH:22][CH:21]=1.C1CCN(C(N=NC(N2CCCCC2)=O)=O)CC1.P(CCCC)(CCCC)CCCC.[OH-].[Na+], predict the reaction product. The product is: [C:30]([C:29]1[CH:32]=[CH:33][C:26]([C:23]2[CH:22]=[CH:21][C:20]([O:17][CH2:16][C@H:4]3[CH2:3][C:2]([F:18])([F:1])[CH2:7][CH2:6][C@@H:5]3[NH:8][C:9](=[O:15])[O:10][C:11]([CH3:14])([CH3:12])[CH3:13])=[CH:25][CH:24]=2)=[N:27][CH:28]=1)#[N:31]. (3) The product is: [F:24][C:25]1[CH:31]=[CH:30][C:28]([NH:29][C:18](=[O:19])[CH:17]([C@H:14]2[CH2:13][CH2:12][C@@H:11]([C:3]3[CH:2]=[N:1][C:10]4[C:9]([CH:4]=3)=[CH:8][CH:7]=[CH:6][CH:5]=4)[CH2:16][CH2:15]2)[CH3:23])=[CH:27][CH:26]=1. Given the reactants [N:1]1[C:10]2[C:5](=[CH:6][CH:7]=[CH:8][CH:9]=2)[CH:4]=[C:3]([CH:11]2[CH2:16][CH2:15][CH:14]([CH:17]([CH3:23])[C:18](OCC)=[O:19])[CH2:13][CH2:12]2)[CH:2]=1.[F:24][C:25]1[CH:31]=[CH:30][C:28]([NH2:29])=[CH:27][CH:26]=1, predict the reaction product.